This data is from Full USPTO retrosynthesis dataset with 1.9M reactions from patents (1976-2016). The task is: Predict the reactants needed to synthesize the given product. Given the product [ClH:1].[N:9]1([C:15]2[N:20]=[CH:19][N:18]=[C:17]([N:21]3[C:25](=[O:26])[C:24]([N:27]4[CH:31]=[C:30]([C:32]#[N:33])[N:29]=[N:28]4)=[CH:23][NH:22]3)[CH:16]=2)[CH2:14][CH2:13][O:12][CH2:11][CH2:10]1, predict the reactants needed to synthesize it. The reactants are: [ClH:1].FC(F)(F)C(O)=O.[N:9]1([C:15]2[N:20]=[CH:19][N:18]=[C:17]([N:21]3[C:25](=[O:26])[C:24]([N:27]4[CH:31]=[C:30]([C:32]#[N:33])[N:29]=[N:28]4)=[CH:23][NH:22]3)[CH:16]=2)[CH2:14][CH2:13][O:12][CH2:11][CH2:10]1.